Dataset: NCI-60 drug combinations with 297,098 pairs across 59 cell lines. Task: Regression. Given two drug SMILES strings and cell line genomic features, predict the synergy score measuring deviation from expected non-interaction effect. (1) Drug 1: CC1=C(C=C(C=C1)NC2=NC=CC(=N2)N(C)C3=CC4=NN(C(=C4C=C3)C)C)S(=O)(=O)N.Cl. Drug 2: CC12CCC3C(C1CCC2=O)CC(=C)C4=CC(=O)C=CC34C. Cell line: HCT116. Synergy scores: CSS=59.4, Synergy_ZIP=1.23, Synergy_Bliss=1.37, Synergy_Loewe=0.481, Synergy_HSA=0.447. (2) Drug 1: CCCS(=O)(=O)NC1=C(C(=C(C=C1)F)C(=O)C2=CNC3=C2C=C(C=N3)C4=CC=C(C=C4)Cl)F. Drug 2: CC(C1=C(C=CC(=C1Cl)F)Cl)OC2=C(N=CC(=C2)C3=CN(N=C3)C4CCNCC4)N. Cell line: BT-549. Synergy scores: CSS=-3.87, Synergy_ZIP=3.21, Synergy_Bliss=4.00, Synergy_Loewe=-1.20, Synergy_HSA=-0.763. (3) Drug 1: C1CN1C2=NC(=NC(=N2)N3CC3)N4CC4. Drug 2: C1=CC(=CC=C1CC(C(=O)O)N)N(CCCl)CCCl.Cl. Cell line: NCI-H322M. Synergy scores: CSS=0.430, Synergy_ZIP=2.39, Synergy_Bliss=4.43, Synergy_Loewe=-0.507, Synergy_HSA=0.907. (4) Drug 2: CCC1(C2=C(COC1=O)C(=O)N3CC4=CC5=C(C=CC(=C5CN(C)C)O)N=C4C3=C2)O.Cl. Synergy scores: CSS=72.9, Synergy_ZIP=2.89, Synergy_Bliss=3.02, Synergy_Loewe=3.74, Synergy_HSA=7.59. Drug 1: CS(=O)(=O)OCCCCOS(=O)(=O)C. Cell line: MOLT-4. (5) Drug 1: CC1=C2C(C(=O)C3(C(CC4C(C3C(C(C2(C)C)(CC1OC(=O)C(C(C5=CC=CC=C5)NC(=O)OC(C)(C)C)O)O)OC(=O)C6=CC=CC=C6)(CO4)OC(=O)C)OC)C)OC. Drug 2: CC1=CC=C(C=C1)C2=CC(=NN2C3=CC=C(C=C3)S(=O)(=O)N)C(F)(F)F. Cell line: MDA-MB-231. Synergy scores: CSS=42.3, Synergy_ZIP=4.90, Synergy_Bliss=5.27, Synergy_Loewe=-18.1, Synergy_HSA=5.40. (6) Drug 1: CN(CC1=CN=C2C(=N1)C(=NC(=N2)N)N)C3=CC=C(C=C3)C(=O)NC(CCC(=O)O)C(=O)O. Drug 2: CN(CCCl)CCCl.Cl. Cell line: K-562. Synergy scores: CSS=41.6, Synergy_ZIP=-2.90, Synergy_Bliss=-5.35, Synergy_Loewe=-8.57, Synergy_HSA=-3.05. (7) Drug 1: CC1=CC=C(C=C1)C2=CC(=NN2C3=CC=C(C=C3)S(=O)(=O)N)C(F)(F)F. Drug 2: CCC1(CC2CC(C3=C(CCN(C2)C1)C4=CC=CC=C4N3)(C5=C(C=C6C(=C5)C78CCN9C7C(C=CC9)(C(C(C8N6C)(C(=O)OC)O)OC(=O)C)CC)OC)C(=O)OC)O.OS(=O)(=O)O. Cell line: MOLT-4. Synergy scores: CSS=6.41, Synergy_ZIP=3.41, Synergy_Bliss=13.0, Synergy_Loewe=1.15, Synergy_HSA=3.38. (8) Drug 1: C1C(C(OC1N2C=NC3=C2NC=NCC3O)CO)O. Drug 2: COCCOC1=C(C=C2C(=C1)C(=NC=N2)NC3=CC=CC(=C3)C#C)OCCOC.Cl. Cell line: RPMI-8226. Synergy scores: CSS=-6.71, Synergy_ZIP=-0.725, Synergy_Bliss=-7.51, Synergy_Loewe=-9.66, Synergy_HSA=-8.65. (9) Cell line: TK-10. Drug 1: C1=CC(=CC=C1CCC2=CNC3=C2C(=O)NC(=N3)N)C(=O)NC(CCC(=O)O)C(=O)O. Drug 2: CC1CCC2CC(C(=CC=CC=CC(CC(C(=O)C(C(C(=CC(C(=O)CC(OC(=O)C3CCCCN3C(=O)C(=O)C1(O2)O)C(C)CC4CCC(C(C4)OC)O)C)C)O)OC)C)C)C)OC. Synergy scores: CSS=37.6, Synergy_ZIP=-6.05, Synergy_Bliss=-9.54, Synergy_Loewe=-6.67, Synergy_HSA=-4.84. (10) Drug 1: C1=C(C(=O)NC(=O)N1)N(CCCl)CCCl. Drug 2: CC1=C(C=C(C=C1)NC(=O)C2=CC=C(C=C2)CN3CCN(CC3)C)NC4=NC=CC(=N4)C5=CN=CC=C5. Cell line: HT29. Synergy scores: CSS=22.9, Synergy_ZIP=-7.31, Synergy_Bliss=6.68, Synergy_Loewe=1.56, Synergy_HSA=5.53.